The task is: Predict which catalyst facilitates the given reaction.. This data is from Catalyst prediction with 721,799 reactions and 888 catalyst types from USPTO. (1) Reactant: [C:1]1([C@H:7]([NH2:9])[CH3:8])[CH:6]=[CH:5][CH:4]=[CH:3][CH:2]=1.Cl[C:11]1[C:20]2[C:15](=[CH:16][C:17]([F:24])=[C:18]([N+:21]([O-:23])=[O:22])[CH:19]=2)[N:14]=[CH:13][N:12]=1. Product: [C:1]1([C@H:7]([NH:9][C:11]2[C:20]3[C:15](=[CH:16][C:17]([F:24])=[C:18]([N+:21]([O-:23])=[O:22])[CH:19]=3)[N:14]=[CH:13][N:12]=2)[CH3:8])[CH:6]=[CH:5][CH:4]=[CH:3][CH:2]=1. The catalyst class is: 258. (2) Reactant: [NH2:1][C:2]1[N:7]=[C:6]([N:8]2[CH2:13][CH2:12][CH:11]([C:14]([O:16][CH3:17])=[O:15])[CH2:10][CH2:9]2)[C:5]([Cl:18])=[CH:4][C:3]=1[C:19]1[O:20][C:21]([CH2:24][CH3:25])=[CH:22][N:23]=1.[H-].[Na+].CI.[CH3:30]COC(C)=O. Product: [Cl:18][C:5]1[C:6]([N:8]2[CH2:13][CH2:12][CH:11]([C:14]([O:16][CH3:17])=[O:15])[CH2:10][CH2:9]2)=[N:7][C:2]([NH:1][CH3:30])=[C:3]([C:19]2[O:20][C:21]([CH2:24][CH3:25])=[CH:22][N:23]=2)[CH:4]=1. The catalyst class is: 3. (3) Reactant: [C:1](Cl)(Cl)=[O:2].C(N(CC)CC)C.[CH3:12][O:13][CH:14]([O:25][CH3:26])[C:15]1[N:24]=[C:23]2[C:18]([CH2:19][CH2:20][CH2:21][NH:22]2)=[CH:17][CH:16]=1.[F:27][C:28]([F:37])([F:36])[C:29]1[CH:30]=[CH:31][C:32]([NH2:35])=[N:33][CH:34]=1. Product: [CH3:26][O:25][CH:14]([O:13][CH3:12])[C:15]1[N:24]=[C:23]2[C:18]([CH2:19][CH2:20][CH2:21][N:22]2[C:1]([NH:35][C:32]2[CH:31]=[CH:30][C:29]([C:28]([F:36])([F:27])[F:37])=[CH:34][N:33]=2)=[O:2])=[CH:17][CH:16]=1. The catalyst class is: 554. (4) Reactant: [CH2:1]([N:3]1[C:7]2=[N:8][C:9]([CH2:30][CH3:31])=[C:10]([CH2:19][NH:20][C:21]([CH:23]([CH2:27][CH2:28][CH3:29])[C:24](O)=[O:25])=[O:22])[C:11]([NH:12][CH:13]3[CH2:18][CH2:17][O:16][CH2:15][CH2:14]3)=[C:6]2[CH:5]=[N:4]1)[CH3:2].[NH2:32][CH2:33][C:34]1[CH:35]=[CH:36][C:37]([F:61])=[C:38]([C:40]2[CH:45]=[CH:44][CH:43]=[C:42]([CH2:46][N:47]3[CH2:52][CH2:51][N:50]([C:53]([O:55][C:56]([CH3:59])([CH3:58])[CH3:57])=[O:54])[C@@H:49]([CH3:60])[CH2:48]3)[CH:41]=2)[CH:39]=1.CN(C(ON1N=NC2C=CC=CC1=2)=[N+](C)C)C.F[P-](F)(F)(F)(F)F.CCN(CC)CC. Product: [CH2:1]([N:3]1[C:7]2=[N:8][C:9]([CH2:30][CH3:31])=[C:10]([CH2:19][NH:20][C:21]([CH:23]([CH2:27][CH2:28][CH3:29])[C:24]([NH:32][CH2:33][C:34]3[CH:35]=[CH:36][C:37]([F:61])=[C:38]([C:40]4[CH:45]=[CH:44][CH:43]=[C:42]([CH2:46][N:47]5[CH2:52][CH2:51][N:50]([C:53]([O:55][C:56]([CH3:58])([CH3:57])[CH3:59])=[O:54])[C@@H:49]([CH3:60])[CH2:48]5)[CH:41]=4)[CH:39]=3)=[O:25])=[O:22])[C:11]([NH:12][CH:13]3[CH2:14][CH2:15][O:16][CH2:17][CH2:18]3)=[C:6]2[CH:5]=[N:4]1)[CH3:2]. The catalyst class is: 2. (5) Reactant: [Cl:1][C:2]1[CH:7]=[CH:6][C:5]([C:8](=[O:13])[C:9]([F:12])([F:11])[F:10])=[CH:4][CH:3]=1.C(=O)([O-])[O-].[K+].[K+].O.[N+:21]([CH3:24])([O-])=O. Product: [NH2:21][CH2:24][C:8]([C:5]1[CH:6]=[CH:7][C:2]([Cl:1])=[CH:3][CH:4]=1)([OH:13])[C:9]([F:11])([F:12])[F:10]. The catalyst class is: 401. (6) Reactant: [CH3:1][C:2]([CH:17]1[CH2:22][CH2:21][NH:20][CH2:19][CH2:18]1)([S:4]([C:7]1[CH:12]=[CH:11][CH:10]=[C:9]([C:13]([F:16])([F:15])[F:14])[CH:8]=1)(=[O:6])=[O:5])[CH3:3].[C:23](O)(=[O:30])[C:24]1[CH:29]=[CH:28][CH:27]=[CH:26][CH:25]=1.CN([P+](ON1N=NC2C=CC=CC1=2)(N(C)C)N(C)C)C.F[P-](F)(F)(F)(F)F.C(N(C(C)C)CC)(C)C. Product: [C:23]([N:20]1[CH2:21][CH2:22][CH:17]([C:2]([CH3:1])([S:4]([C:7]2[CH:12]=[CH:11][CH:10]=[C:9]([C:13]([F:14])([F:16])[F:15])[CH:8]=2)(=[O:5])=[O:6])[CH3:3])[CH2:18][CH2:19]1)(=[O:30])[C:24]1[CH:29]=[CH:28][CH:27]=[CH:26][CH:25]=1. The catalyst class is: 9. (7) Reactant: Br[C:2]1[CH:3]=[N:4][CH:5]=[C:6]([CH3:8])[CH:7]=1.[C:9]([Si:11]([CH3:14])([CH3:13])[CH3:12])#[CH:10].CCN(CC)CC. Product: [CH3:8][C:6]1[CH:5]=[N:4][CH:3]=[C:2]([C:10]#[C:9][Si:11]([CH3:14])([CH3:13])[CH3:12])[CH:7]=1. The catalyst class is: 441. (8) Reactant: [NH2:1][C:2]1[C:11]([NH2:12])=[C:10]2[C:5]([C:6](=[O:23])[C:7]([C:16]3[CH:21]=[CH:20][C:19]([Cl:22])=[CH:18][CH:17]=3)=[C:8]([CH:13]([CH3:15])[CH3:14])[O:9]2)=[CH:4][CH:3]=1.[CH:24](O)=O. Product: [Cl:22][C:19]1[CH:18]=[CH:17][C:16]([C:7]2[C:6](=[O:23])[C:5]3[CH:4]=[CH:3][C:2]4[NH:1][CH:24]=[N:12][C:11]=4[C:10]=3[O:9][C:8]=2[CH:13]([CH3:14])[CH3:15])=[CH:21][CH:20]=1. The catalyst class is: 13. (9) Reactant: C[O:2][C:3](=[O:23])[C:4]1[CH:9]=[CH:8][C:7]([C:10]#[N:11])=[C:6]([O:12][CH2:13][CH2:14][C:15]2[CH:20]=[CH:19][C:18]([Cl:21])=[CH:17][C:16]=2[Cl:22])[CH:5]=1.O.O.[OH-].[Li+].Cl. Product: [C:10]([C:7]1[CH:8]=[CH:9][C:4]([C:3]([OH:23])=[O:2])=[CH:5][C:6]=1[O:12][CH2:13][CH2:14][C:15]1[CH:20]=[CH:19][C:18]([Cl:21])=[CH:17][C:16]=1[Cl:22])#[N:11]. The catalyst class is: 5. (10) Reactant: [C:1]([O:4][C@@H:5]1[C@@H:13]([C@@:14]2([CH3:41])[CH2:19][CH2:18][C@H:17]([O:20][Si:21]([C:34]([CH3:37])([CH3:36])[CH3:35])([C:28]3[CH:33]=[CH:32][CH:31]=[CH:30][CH:29]=3)[C:22]3[CH:27]=[CH:26][CH:25]=[CH:24][CH:23]=3)[CH2:16][C@@H:15]2[CH2:38][CH2:39][OH:40])[CH2:12][CH2:11][C@@:10]2([CH3:42])[C@H:6]1[CH2:7][CH2:8][C:9]2=[CH2:43])(=[O:3])[CH3:2].Cl[C:45]1[N:50]=[CH:49][CH:48]=[CH:47][N:46]=1.[H-].[Na+]. Product: [C:1]([O:4][C@@H:5]1[C@@H:13]([C@@:14]2([CH3:41])[CH2:19][CH2:18][C@H:17]([O:20][Si:21]([C:34]([CH3:35])([CH3:36])[CH3:37])([C:28]3[CH:29]=[CH:30][CH:31]=[CH:32][CH:33]=3)[C:22]3[CH:23]=[CH:24][CH:25]=[CH:26][CH:27]=3)[CH2:16][C@@H:15]2[CH2:38][CH2:39][O:40][C:45]2[N:50]=[CH:49][CH:48]=[CH:47][N:46]=2)[CH2:12][CH2:11][C@@:10]2([CH3:42])[C@H:6]1[CH2:7][CH2:8][C:9]2=[CH2:43])(=[O:3])[CH3:2]. The catalyst class is: 3.